This data is from Plasma protein binding rate (PPBR) regression data from AstraZeneca. The task is: Regression/Classification. Given a drug SMILES string, predict its absorption, distribution, metabolism, or excretion properties. Task type varies by dataset: regression for continuous measurements (e.g., permeability, clearance, half-life) or binary classification for categorical outcomes (e.g., BBB penetration, CYP inhibition). For this dataset (ppbr_az), we predict Y. (1) The molecule is COc1cc2c(cc1-c1c(C)noc1C)ncc1[nH]c(=O)n([C@H](C)c3ccccn3)c12. The Y is 97.7 %. (2) The compound is CC(C)(C(=O)O)c1ccc(C(O)CCCN2CCC(C(O)(c3ccccc3)c3ccccc3)CC2)cc1. The Y is 62.9 %. (3) The drug is CC[C@H](c1ccc(C(=O)O)c(Oc2cccc(Cl)c2)c1)N1CCC[C@H](n2cc(C)c(=O)[nH]c2=O)C1. The Y is 98.2 %. (4) The compound is Cc1nn(-c2ccccc2)c(NS(=O)(=O)C2CCCCC2)c1C(=O)N[C@@H](C)C(C)(C)C. The Y is 98.5 %. (5) The compound is Cc1ncc(NC(=O)c2cc(NC(=O)c3cccc(C(F)(F)F)c3)ccc2Cl)s1. The Y is 99.6 %. (6) The compound is CN(Cc1cccc2ccccc12)c1cc(N2CCOCC2)nc(=O)[nH]1. The Y is 94.3 %. (7) The compound is CN1CCN(c2ccc3ncc(C(N)=O)c(Nc4ccc(F)cc4F)c3c2)CC1. The Y is 74.2 %.